This data is from Catalyst prediction with 721,799 reactions and 888 catalyst types from USPTO. The task is: Predict which catalyst facilitates the given reaction. (1) Reactant: C[O:2][C:3]([C:5]1[C:9]([C:10]2[CH:15]=[CH:14][CH:13]=[CH:12][CH:11]=2)=[C:8]([C:16]2[CH:21]=[CH:20][CH:19]=[CH:18][CH:17]=2)[N:7]([CH2:22][CH2:23][CH2:24][O:25][CH3:26])[CH:6]=1)=[O:4].[OH-].[Li+]. Product: [CH3:26][O:25][CH2:24][CH2:23][CH2:22][N:7]1[C:8]([C:16]2[CH:21]=[CH:20][CH:19]=[CH:18][CH:17]=2)=[C:9]([C:10]2[CH:15]=[CH:14][CH:13]=[CH:12][CH:11]=2)[C:5]([C:3]([OH:4])=[O:2])=[CH:6]1. The catalyst class is: 353. (2) Reactant: [Cl:1][C:2]1[CH:3]=[C:4]([NH:9][NH2:10])[CH:5]=[CH:6][C:7]=1[Cl:8].CO[CH:13](OC)[CH2:14][C:15](=O)[CH3:16]. Product: [Cl:1][C:2]1[CH:3]=[C:4]([N:9]2[CH:13]=[CH:14][C:15]([CH3:16])=[N:10]2)[CH:5]=[CH:6][C:7]=1[Cl:8].[Cl:1][C:2]1[CH:3]=[C:4]([N:9]2[C:15]([CH3:16])=[CH:14][CH:13]=[N:10]2)[CH:5]=[CH:6][C:7]=1[Cl:8]. The catalyst class is: 14. (3) Reactant: C(C1C=C(C(=O)CN([CH2:26][C:27]2[C:28]([Cl:33])=[N:29][CH:30]=[CH:31][CH:32]=2)S(C2C=CC=CC=2)(=O)=O)C=CC=1)C1C=CC=CC=1.CN1CCCC1=[O:41]. Product: [Cl:33][C:28]1[C:27]([CH2:26][OH:41])=[CH:32][CH:31]=[CH:30][N:29]=1. The catalyst class is: 8. (4) Reactant: [CH2:1]([O:3][C:4]([C:6]1[C:10]([CH3:11])=[C:9]([CH3:12])[S:8][C:7]=1[NH:13][C:14](=[O:20])[CH:15]=[CH:16][C:17](O)=[O:18])=[O:5])[CH3:2].ON1C2C=CC=CC=2N=N1.Cl.CN(C)CCCN=C=NCC.[NH2:43][C:44]([NH2:46])=[S:45]. Product: [NH2:46][C:44]1[S:45][CH:16]([CH2:15][C:14]([NH:13][C:7]2[S:8][C:9]([CH3:12])=[C:10]([CH3:11])[C:6]=2[C:4]([O:3][CH2:1][CH3:2])=[O:5])=[O:20])[C:17](=[O:18])[N:43]=1. The catalyst class is: 42. (5) Reactant: [CH2:1]([O:8][NH:9][C:10]([C:12]1[C:13](Cl)=[N:14][C:15]([Cl:19])=[C:16]([F:18])[CH:17]=1)=[O:11])[C:2]1[CH:7]=[CH:6][CH:5]=[CH:4][CH:3]=1.[H-].[Na+].[F:23][C:24]([F:35])([F:34])[C:25]1[CH:26]=[C:27]([N:31]=[C:32]=[O:33])[CH:28]=[CH:29][CH:30]=1. Product: [CH2:1]([O:8][N:9]1[C:10](=[O:11])[C:12]2[CH:17]=[C:16]([F:18])[C:15]([Cl:19])=[N:14][C:13]=2[N:31]([C:27]2[CH:28]=[CH:29][CH:30]=[C:25]([C:24]([F:23])([F:35])[F:34])[CH:26]=2)[C:32]1=[O:33])[C:2]1[CH:7]=[CH:6][CH:5]=[CH:4][CH:3]=1. The catalyst class is: 44. (6) Reactant: [OH:1][CH:2]1[O:7][CH2:6][C:5](=[O:8])[CH:4]=[CH:3]1.N1C(C)=CC=CC=1C.[Si:17](OS(C(F)(F)F)(=O)=O)([C:20]([CH3:23])([CH3:22])[CH3:21])([CH3:19])[CH3:18]. Product: [Si:17]([O:1][CH:2]1[O:7][CH2:6][C:5](=[O:8])[CH:4]=[CH:3]1)([C:20]([CH3:23])([CH3:22])[CH3:21])([CH3:19])[CH3:18]. The catalyst class is: 2. (7) Reactant: [CH3:1][O:2][C:3]1[CH:12]=[CH:11][CH:10]=[C:9]2[C:4]=1[CH2:5][CH2:6][CH2:7][C:8]2=[O:13]. Product: [CH3:1][O:2][C:3]1[CH:12]=[CH:11][CH:10]=[C:9]2[C:4]=1[CH:5]=[CH:6][CH:7]=[C:8]2[OH:13]. The catalyst class is: 45.